This data is from Forward reaction prediction with 1.9M reactions from USPTO patents (1976-2016). The task is: Predict the product of the given reaction. (1) Given the reactants [CH2:1]([N:3]1[C:7]2=[N:8][C:9]([CH2:48][CH3:49])=[C:10]([CH2:19][NH:20][C:21]([C:23]3[CH:28]=[CH:27][CH:26]=[C:25]([C:29]([NH:31][CH2:32][C:33]4[CH:34]=[C:35]([C:40]5[CH:45]=[CH:44][CH:43]=[C:42](C=O)[CH:41]=5)[C:36]([CH3:39])=[CH:37][CH:38]=4)=[O:30])[CH:24]=3)=[O:22])[C:11]([NH:12][CH:13]3[CH2:18][CH2:17][O:16][CH2:15][CH2:14]3)=[C:6]2[CH:5]=[N:4]1)[CH3:2].[CH3:50][N:51]1[CH2:56][CH2:55][NH:54][CH2:53][CH2:52]1.[C:57](O[BH-](OC(=O)C)OC(=O)C)(=O)C.[Na+].[OH-].[NH4+], predict the reaction product. The product is: [CH2:1]([N:3]1[C:7]2=[N:8][C:9]([CH2:48][CH3:49])=[C:10]([CH2:19][NH:20][C:21]([C:23]3[CH:28]=[CH:27][CH:26]=[C:25]([C:29]([NH:31][CH2:32][C:33]4[CH:34]=[C:35]([C:40]5[CH:45]=[CH:44][CH:43]=[C:42]([CH2:50][N:51]6[CH2:56][CH2:55][N:54]([CH3:57])[CH2:53][CH2:52]6)[CH:41]=5)[C:36]([CH3:39])=[CH:37][CH:38]=4)=[O:30])[CH:24]=3)=[O:22])[C:11]([NH:12][CH:13]3[CH2:18][CH2:17][O:16][CH2:15][CH2:14]3)=[C:6]2[CH:5]=[N:4]1)[CH3:2]. (2) The product is: [Cl:1][C:2]1[C:7](=[O:8])[N:6]([CH3:9])[CH:5]=[C:4]([NH:10][CH:11]([C:35]2[CH:40]=[CH:39][C:38]([Cl:41])=[CH:37][C:36]=2[F:42])[C:12]2[C:13]([C:30]([OH:32])=[O:31])=[N:14][N:15]([C:20]3[C:21]([O:28][CH3:29])=[N:22][C:23]([O:26][CH3:27])=[N:24][CH:25]=3)[C:16]=2[CH:17]([CH3:18])[CH3:19])[CH:3]=1. Given the reactants [Cl:1][C:2]1[C:7](=[O:8])[N:6]([CH3:9])[CH:5]=[C:4]([NH:10][CH:11]([C:35]2[CH:40]=[CH:39][C:38]([Cl:41])=[CH:37][C:36]=2[F:42])[C:12]2[C:13]([C:30]([O:32]CC)=[O:31])=[N:14][N:15]([C:20]3[C:21]([O:28][CH3:29])=[N:22][C:23]([O:26][CH3:27])=[N:24][CH:25]=3)[C:16]=2[CH:17]([CH3:19])[CH3:18])[CH:3]=1.[OH-].[Na+], predict the reaction product. (3) Given the reactants Cl[CH:2]1[CH:11]=[CH:10][C:9]2[C:8](=[O:12])[CH:7]3[CH2:13][CH2:14][CH2:15][CH2:16][CH:6]3[CH2:5][C:4]=2[NH:3]1.[CH:17]1([NH:23][CH3:24])[CH2:22][CH2:21][CH2:20][CH2:19][CH2:18]1, predict the reaction product. The product is: [CH:17]1([N:23]([CH3:24])[C:2]2[CH:11]=[CH:10][C:9]3[C:8](=[O:12])[CH:7]4[CH2:13][CH2:14][CH2:15][CH2:16][CH:6]4[CH2:5][C:4]=3[N:3]=2)[CH2:22][CH2:21][CH2:20][CH2:19][CH2:18]1. (4) Given the reactants Cl.[NH2:2][C:3]1[C:8]([C:9]#[N:10])=[C:7]([C:11]2[CH:27]=[CH:26][C:14]([O:15][CH2:16][CH2:17][O:18][C:19](=[O:25])[CH2:20][CH2:21][C:22]([OH:24])=[O:23])=[CH:13][CH:12]=2)[C:6]([C:28]#[N:29])=[C:5]([S:30][CH2:31][C:32]2[N:33]=[C:34]([C:37]3[CH:42]=[CH:41][C:40]([Cl:43])=[CH:39][CH:38]=3)[S:35][CH:36]=2)[N:4]=1.O.[OH-].[K+:46], predict the reaction product. The product is: [K+:46].[NH2:2][C:3]1[C:8]([C:9]#[N:10])=[C:7]([C:11]2[CH:12]=[CH:13][C:14]([O:15][CH2:16][CH2:17][O:18][C:19](=[O:25])[CH2:20][CH2:21][C:22]([O-:24])=[O:23])=[CH:26][CH:27]=2)[C:6]([C:28]#[N:29])=[C:5]([S:30][CH2:31][C:32]2[N:33]=[C:34]([C:37]3[CH:38]=[CH:39][C:40]([Cl:43])=[CH:41][CH:42]=3)[S:35][CH:36]=2)[N:4]=1. (5) The product is: [CH3:20][O:19][C:15]1[CH:14]=[C:13]([NH:12][C:4]2[N:3]=[C:2]([C:24]3[CH:25]=[CH:26][N:21]=[CH:22][CH:23]=3)[N:7]=[C:6]3[N:8]([CH3:11])[N:9]=[CH:10][C:5]=23)[CH:18]=[CH:17][CH:16]=1. Given the reactants Cl[C:2]1[N:7]=[C:6]2[N:8]([CH3:11])[N:9]=[CH:10][C:5]2=[C:4]([NH:12][C:13]2[CH:18]=[CH:17][CH:16]=[C:15]([O:19][CH3:20])[CH:14]=2)[N:3]=1.[N:21]1[CH:26]=[CH:25][C:24](B2OC(C)(C)C(C)(C)O2)=[CH:23][CH:22]=1, predict the reaction product. (6) Given the reactants [C:1](Cl)(=O)[C:2]([Cl:4])=[O:3].[CH3:7][N:8]1[C:16]2[C:11](=[CH:12][CH:13]=[CH:14][CH:15]=2)C(C(O)=O)=[CH:9]1, predict the reaction product. The product is: [CH3:9][N:8]1[C:16]2[C:15](=[CH:14][CH:13]=[CH:12][CH:11]=2)[C:1]([C:2]([Cl:4])=[O:3])=[CH:7]1. (7) Given the reactants [C:1]([NH:4][NH:5][C:6]([C:8]1[C:12]([CH3:13])=[C:11]([NH2:14])[N:10]([C:15]2[CH:20]=[CH:19][CH:18]=[CH:17][CH:16]=2)[N:9]=1)=[O:7])(=O)[CH3:2].O=P(Cl)(Cl)Cl.CCOC(C)=O, predict the reaction product. The product is: [CH3:13][C:12]1[C:8]([C:6]2[O:7][C:1]([CH3:2])=[N:4][N:5]=2)=[N:9][N:10]([C:15]2[CH:20]=[CH:19][CH:18]=[CH:17][CH:16]=2)[C:11]=1[NH2:14].